Dataset: Forward reaction prediction with 1.9M reactions from USPTO patents (1976-2016). Task: Predict the product of the given reaction. (1) Given the reactants [NH:1]1[C:9]2[C:4](=[CH:5][CH:6]=[CH:7][CH:8]=2)[C:3](/[CH:10]=[C:11]2\[O:12][C:13]3[C:20]([C:21]#[C:22][CH2:23][CH2:24][N:25]4[CH2:30][CH2:29][N:28](C(OC(C)(C)C)=O)[CH2:27][CH2:26]4)=[C:19]([O:38][CH3:39])[CH:18]=[CH:17][C:14]=3[C:15]\2=[O:16])=[N:2]1.Cl, predict the reaction product. The product is: [NH:1]1[C:9]2[C:4](=[CH:5][CH:6]=[CH:7][CH:8]=2)[C:3](/[CH:10]=[C:11]2\[O:12][C:13]3[C:20]([C:21]#[C:22][CH2:23][CH2:24][N:25]4[CH2:26][CH2:27][NH:28][CH2:29][CH2:30]4)=[C:19]([O:38][CH3:39])[CH:18]=[CH:17][C:14]=3[C:15]\2=[O:16])=[N:2]1. (2) Given the reactants [CH2:1]([OH:8])[C:2]1[CH:7]=[CH:6][CH:5]=[CH:4][CH:3]=1.Cl[C:10]1[C:19]2[C:14](=[CH:15][CH:16]=[C:17]([O:20][CH3:21])[N:18]=2)[N:13]=[CH:12][C:11]=1[C:22]([OH:24])=[O:23].[H-].[Na+], predict the reaction product. The product is: [CH2:1]([O:8][C:10]1[C:19]2[C:14](=[CH:15][CH:16]=[C:17]([O:20][CH3:21])[N:18]=2)[N:13]=[CH:12][C:11]=1[C:22]([OH:24])=[O:23])[C:2]1[CH:7]=[CH:6][CH:5]=[CH:4][CH:3]=1.